This data is from Peptide-MHC class II binding affinity with 134,281 pairs from IEDB. The task is: Regression. Given a peptide amino acid sequence and an MHC pseudo amino acid sequence, predict their binding affinity value. This is MHC class II binding data. (1) The binding affinity (normalized) is 0.341. The peptide sequence is AVSMTGVMRGNHYAF. The MHC is DRB3_0101 with pseudo-sequence DRB3_0101. (2) The peptide sequence is YPFIEQEGPEFFDQE. The MHC is H-2-IAk with pseudo-sequence H-2-IAk. The binding affinity (normalized) is 0.169.